Dataset: Reaction yield outcomes from USPTO patents with 853,638 reactions. Task: Predict the reaction yield, written as a fraction of the theoretical maximum amount of product (1.0 means a 100% yield; for example, 0.34 means a 34% yield). (1) The yield is 0.490. The product is [C:50]1([CH3:53])[CH:51]=[CH:52][C:47]([S:44]([O:43][C@@H:10]2[C@H:9]([OH:8])[C@@:13]([CH2:23][O:24][S:25]([C:28]3[CH:29]=[CH:30][C:31]([CH3:34])=[CH:32][CH:33]=3)(=[O:26])=[O:27])([CH2:14][OH:15])[O:12][C@H:11]2[N:35]2[CH:42]=[CH:41][C:39](=[O:40])[NH:38][C:36]2=[O:37])(=[O:46])=[O:45])=[CH:48][CH:49]=1. The reactants are C([O:8][C@@H:9]1[C@@:13]([CH2:23][O:24][S:25]([C:28]2[CH:33]=[CH:32][C:31]([CH3:34])=[CH:30][CH:29]=2)(=[O:27])=[O:26])([CH2:14][O:15]CC2C=CC=CC=2)[O:12][C@@H:11]([N:35]2[CH:42]=[CH:41][C:39](=[O:40])[NH:38][C:36]2=[O:37])[C@@H:10]1[O:43][S:44]([C:47]1[CH:52]=[CH:51][C:50]([CH3:53])=[CH:49][CH:48]=1)(=[O:46])=[O:45])C1C=CC=CC=1. The catalyst is C(O)C.[OH-].[Pd+2].[OH-]. (2) The reactants are Cl[C:2]1[N:7]=[C:6]([O:8][C:9]2[CH:10]=[C:11]([C:15]3[O:19][C:18]([NH:20][C:21]4[CH:26]=[C:25]([S:27]([CH2:30][CH3:31])(=[O:29])=[O:28])[CH:24]=[CH:23][C:22]=4[O:32][CH3:33])=[N:17][CH:16]=3)[CH:12]=[CH:13][CH:14]=2)[CH:5]=[CH:4][N:3]=1.[CH:34]([NH2:37])([CH3:36])[CH3:35]. No catalyst specified. The product is [CH2:30]([S:27]([C:25]1[CH:24]=[CH:23][C:22]([O:32][CH3:33])=[C:21]([NH:20][C:18]2[O:19][C:15]([C:11]3[CH:10]=[C:9]([CH:14]=[CH:13][CH:12]=3)[O:8][C:6]3[CH:5]=[CH:4][N:3]=[C:2]([NH:37][CH:34]([CH3:36])[CH3:35])[N:7]=3)=[CH:16][N:17]=2)[CH:26]=1)(=[O:29])=[O:28])[CH3:31]. The yield is 0.670. (3) The reactants are [CH2:1]([OH:11])[C:2]1[CH:10]=[CH:9][C:7]([OH:8])=[C:4]([O:5][CH3:6])[CH:3]=1.[C:12](OCC)(=[O:14])[CH3:13]. No catalyst specified. The product is [C:12]([O:11][CH2:1][C:2]1[CH:10]=[CH:9][C:7]([OH:8])=[C:4]([O:5][CH3:6])[CH:3]=1)(=[O:14])[CH3:13]. The yield is 0.890. (4) The reactants are [CH3:1][N:2]([CH3:35])[C:3]([CH:5]([NH:24][S:25]([C:28]1[CH:33]=[CH:32][C:31]([CH3:34])=[CH:30][CH:29]=1)(=[O:27])=[O:26])[CH2:6][C:7]1[CH:12]=[CH:11][C:10]([C:13]2[CH:18]=[CH:17][C:16]([CH2:19][CH2:20][C:21](O)=[O:22])=[CH:15][CH:14]=2)=[CH:9][CH:8]=1)=[O:4].ON1[C:41]2[CH:42]=[CH:43][CH:44]=[CH:45][C:40]=2N=N1.Cl.CN(C)CCCN=C=NCC.C(N(CC)CC)C.Cl.C([O:73][NH2:74])C1C=CC=CC=1. The catalyst is CN(C=O)C.CCCCCC.C(OCC)(=O)C. The product is [CH3:1][N:2]([CH3:35])[C:3](=[O:4])[CH:5]([NH:24][S:25]([C:28]1[CH:33]=[CH:32][C:31]([CH3:34])=[CH:30][CH:29]=1)(=[O:26])=[O:27])[CH2:6][C:7]1[CH:8]=[CH:9][C:10]([C:13]2[CH:18]=[CH:17][C:16]([CH2:19][CH2:20][C:21](=[O:22])[NH:74][O:73][C:40]3[CH:41]=[CH:42][CH:43]=[CH:44][CH:45]=3)=[CH:15][CH:14]=2)=[CH:11][CH:12]=1. The yield is 0.645. (5) The reactants are [CH3:1][C:2]1([CH3:22])[C:6]([CH3:8])([CH3:7])[O:5][B:4]([C:9]2[CH:14]=[CH:13][C:12]([CH:15]=[CH:16][C:17]([O:19][CH2:20][CH3:21])=[O:18])=[CH:11][CH:10]=2)[O:3]1. The catalyst is CO.[Pd]. The product is [CH3:7][C:6]1([CH3:8])[C:2]([CH3:1])([CH3:22])[O:3][B:4]([C:9]2[CH:14]=[CH:13][C:12]([CH2:15][CH2:16][C:17]([O:19][CH2:20][CH3:21])=[O:18])=[CH:11][CH:10]=2)[O:5]1. The yield is 0.960.